Task: Binary Classification. Given a miRNA mature sequence and a target amino acid sequence, predict their likelihood of interaction.. Dataset: Experimentally validated miRNA-target interactions with 360,000+ pairs, plus equal number of negative samples (1) The miRNA is hsa-miR-6501-3p with sequence CCAGAGCAGCCUGCGGUAACAGU. The protein sequence of the target gene is MSGAGVAAGTRPPSSPTPGSRRRRQRPSVGVQSLRPQSPQLRQSDPQKRNLDLEKSLQFLQQQHSEMLAKLHEEIEHLKRENKDLHYKLIMNQTSQKKDGPSGNHLSRASAPLGARWVCINGVWVEPGGPSPARLKEGSSRTHRPGGKRGRLAGGSADTVRSPADSLSMSSFQSVKSISNSGKARPQPGSFNKQDSKADVSQKADLEEEPLLHNSKLDKVPGVQGQARKEKAEASNAGAACMGNSQHQGRQMGAGAHPPMILPLPLRKPTTLRQCEVLIRELWNTNLLQTQELRHLKSLL.... Result: 0 (no interaction). (2) The miRNA is mmu-miR-541-5p with sequence AAGGGAUUCUGAUGUUGGUCACACU. The protein sequence of the target gene is MRTLACLLLLGCGYLAHVLAEEAEIPREVIERLARSQIHSIRDLQRLLEIDSVGSEDSLDTSLRAHGVHATKHVPEKRPLPIRRKRSIEEAVPAVCKTRTVIYEIPRSQVDPTSANFLIWPPCVEVKRCTGCCNTSSVKCQPSRVHHRSVKVAKVEYVRKKPKLKEVQVRLEEHLECACATTSLNPDYREEDTGRPRESGKKRKRKRLKPT. Result: 0 (no interaction).